The task is: Predict the reaction yield, written as a fraction of the theoretical maximum amount of product (1.0 means a 100% yield; for example, 0.34 means a 34% yield).. This data is from Reaction yield outcomes from USPTO patents with 853,638 reactions. (1) The reactants are CN(C)C=O.[CH3:6][O:7][C:8]1[CH:9]=[C:10]2[C:15](=[CH:16][C:17]=1[OH:18])[N:14]=[CH:13][CH:12]=[C:11]2[O:19][C:20]1[C:21]([CH3:30])=[N:22][C:23]2[C:28]([CH:29]=1)=[CH:27][CH:26]=[CH:25][CH:24]=2.Br[CH2:32][C:33]([O:35][CH2:36][CH3:37])=[O:34].C(=O)([O-])[O-].[K+].[K+]. The catalyst is O. The product is [CH3:6][O:7][C:8]1[CH:9]=[C:10]2[C:15](=[CH:16][C:17]=1[O:18][CH2:32][C:33]([O:35][CH2:36][CH3:37])=[O:34])[N:14]=[CH:13][CH:12]=[C:11]2[O:19][C:20]1[C:21]([CH3:30])=[N:22][C:23]2[C:28]([CH:29]=1)=[CH:27][CH:26]=[CH:25][CH:24]=2. The yield is 0.490. (2) The reactants are [O:1]=[C:2]1[C:7]([CH2:8][C:9]2[CH:14]=[CH:13][C:12]([C:15]3[C:16]([C:21]#[N:22])=[CH:17][CH:18]=[CH:19][CH:20]=3)=[CH:11][CH:10]=2)=[C:6]([CH2:23][CH2:24][CH3:25])[N:5]2[N:26]=[CH:27][N:28]=[C:4]2[NH:3]1.[C:29]([O:32][CH2:33][C:34]([CH3:46])([CH3:45])[O:35][C:36]1[CH:41]=[CH:40][C:39](B(O)O)=[CH:38][CH:37]=1)(=[O:31])[CH3:30].N1C=CC=CC=1.C(N(CC)CC)C. The catalyst is C([O-])(=O)C.[Cu+2].C([O-])(=O)C.C(OCC)(=O)C.O1CCCC1. The product is [C:29]([O:32][CH2:33][C:34]([O:35][C:36]1[CH:37]=[CH:38][C:39]([N:3]2[C:2](=[O:1])[C:7]([CH2:8][C:9]3[CH:10]=[CH:11][C:12]([C:15]4[CH:20]=[CH:19][CH:18]=[CH:17][C:16]=4[C:21]#[N:22])=[CH:13][CH:14]=3)=[C:6]([CH2:23][CH2:24][CH3:25])[N:5]3[N:26]=[CH:27][N:28]=[C:4]23)=[CH:40][CH:41]=1)([CH3:46])[CH3:45])(=[O:31])[CH3:30]. The yield is 0.800. (3) The reactants are C[Al](C)C.[F:5][C:6]([F:10])([F:9])[CH2:7][NH2:8].C[O:12][C:13](=O)[C:14]1[CH:19]=[CH:18][C:17]([O:20][CH2:21][C:22]2[C:23]([C:28]3[CH:33]=[CH:32][CH:31]=[CH:30][C:29]=3[F:34])=[N:24][O:25][C:26]=2[CH3:27])=[N:16][CH:15]=1.O. The catalyst is O1CCOCC1. The product is [F:34][C:29]1[CH:30]=[CH:31][CH:32]=[CH:33][C:28]=1[C:23]1[C:22]([CH2:21][O:20][C:17]2[CH:18]=[CH:19][C:14]([C:13]([NH:8][CH2:7][C:6]([F:10])([F:9])[F:5])=[O:12])=[CH:15][N:16]=2)=[C:26]([CH3:27])[O:25][N:24]=1. The yield is 0.880. (4) The reactants are F[C:2]1[CH:9]=[CH:8][C:5]([CH:6]=[O:7])=[CH:4][CH:3]=1.[CH2:10]([S:13]([O-:15])=[O:14])[CH2:11][CH3:12].[Na+].C(OCC)(=O)C. The catalyst is CS(C)=O.CCCCCC. The product is [CH2:10]([S:13]([C:2]1[CH:9]=[CH:8][C:5]([CH:6]=[O:7])=[CH:4][CH:3]=1)(=[O:15])=[O:14])[CH2:11][CH3:12]. The yield is 0.540.